Dataset: Forward reaction prediction with 1.9M reactions from USPTO patents (1976-2016). Task: Predict the product of the given reaction. (1) Given the reactants [NH:1]1[CH2:6][CH2:5][C:4](=[O:7])[CH2:3][CH2:2]1.Cl[CH2:9][CH2:10][CH2:11][CH2:12][CH2:13][O:14][CH2:15][CH2:16][CH2:17][CH3:18], predict the reaction product. The product is: [CH2:15]([O:14][CH2:13][CH2:12][CH2:11][CH2:10][CH2:9][N:1]1[CH2:6][CH2:5][C:4](=[O:7])[CH2:3][CH2:2]1)[CH2:16][CH2:17][CH3:18]. (2) Given the reactants [NH2:1][CH2:2][CH2:3][C:4]1[CH:9]=[CH:8][C:7]([C:10]2[CH:15]=[CH:14][C:13]([CH:16]([CH3:25])[CH2:17][NH:18][S:19]([CH:22]([CH3:24])[CH3:23])(=[O:21])=[O:20])=[CH:12][CH:11]=2)=[CH:6][CH:5]=1.[C:26](Cl)(=[O:30])[CH:27]([CH3:29])[CH3:28], predict the reaction product. The product is: [CH3:28][CH:27]([CH3:29])[C:26]([NH:1][CH2:2][CH2:3][C:4]1[CH:5]=[CH:6][C:7]([C:10]2[CH:15]=[CH:14][C:13]([CH:16]([CH3:25])[CH2:17][NH:18][S:19]([CH:22]([CH3:24])[CH3:23])(=[O:21])=[O:20])=[CH:12][CH:11]=2)=[CH:8][CH:9]=1)=[O:30]. (3) Given the reactants NO[C:3]([NH2:5])=O.[NH2:6][CH:7]([CH2:11][CH2:12]N)[C:8]([OH:10])=[O:9], predict the reaction product. The product is: [NH2:6][C@H:7]([C:8]([OH:10])=[O:9])[CH2:11][CH2:12][CH2:3][NH2:5]. (4) Given the reactants [Br:1][C:2]1[CH:3]=[CH:4][C:5]([Cl:18])=[C:6]([C:8]2[NH:12][C:11]3[CH:13]=[CH:14][C:15]([F:17])=[CH:16][C:10]=3[N:9]=2)[CH:7]=1.[C:19](O[C:19]([O:21][C:22]([CH3:25])([CH3:24])[CH3:23])=[O:20])([O:21][C:22]([CH3:25])([CH3:24])[CH3:23])=[O:20], predict the reaction product. The product is: [C:22]([O:21][C:19]([N:12]1[C:11]2[CH:13]=[CH:14][C:15]([F:17])=[CH:16][C:10]=2[N:9]=[C:8]1[C:6]1[CH:7]=[C:2]([Br:1])[CH:3]=[CH:4][C:5]=1[Cl:18])=[O:20])([CH3:25])([CH3:24])[CH3:23].